This data is from Full USPTO retrosynthesis dataset with 1.9M reactions from patents (1976-2016). The task is: Predict the reactants needed to synthesize the given product. (1) Given the product [CH2:1]([O:8][CH2:9][CH:10]1[CH2:11][N:12]([S:16]([C:19]2[S:20][CH:21]=[CH:22][CH:23]=2)(=[O:17])=[O:18])[CH2:13][CH2:14][N:15]1[C:25]1[CH:30]=[CH:29][C:28]([C:31]([OH:37])([CH3:36])[C:32]([F:34])([F:35])[F:33])=[CH:27][CH:26]=1)[C:2]1[CH:3]=[CH:4][CH:5]=[CH:6][CH:7]=1, predict the reactants needed to synthesize it. The reactants are: [CH2:1]([O:8][CH2:9][CH:10]1[NH:15][CH2:14][CH2:13][N:12]([S:16]([C:19]2[S:20][CH:21]=[CH:22][CH:23]=2)(=[O:18])=[O:17])[CH2:11]1)[C:2]1[CH:7]=[CH:6][CH:5]=[CH:4][CH:3]=1.Br[C:25]1[CH:30]=[CH:29][C:28]([C:31]([OH:37])([CH3:36])[C:32]([F:35])([F:34])[F:33])=[CH:27][CH:26]=1.CC(C)([O-])C.[Na+].C1(C)C=CC=CC=1. (2) Given the product [C:1]([O:4][C@@H:5]1[C@@H:18]([O:19][C:20](=[O:22])[CH3:21])[C@H:17]([O:23][C:24](=[O:26])[CH3:25])[CH2:16][S:15][C@H:6]1[O:7][C:8]1[CH:9]=[N:10][CH:11]=[C:12]([C:31]2[CH:30]=[CH:29][C:28]([F:27])=[CH:33][C:32]=2[F:34])[CH:13]=1)(=[O:3])[CH3:2], predict the reactants needed to synthesize it. The reactants are: [C:1]([O:4][C@@H:5]1[C@@H:18]([O:19][C:20](=[O:22])[CH3:21])[C@H:17]([O:23][C:24](=[O:26])[CH3:25])[CH2:16][S:15][C@H:6]1[O:7][C:8]1[CH:9]=[N:10][CH:11]=[C:12](Br)[CH:13]=1)(=[O:3])[CH3:2].[F:27][C:28]1[CH:33]=[C:32]([F:34])[CH:31]=[CH:30][C:29]=1B(O)O. (3) Given the product [CH2:1]([O:4][N:5]([C@H:18]1[CH2:23][N:22]([C:24]([O:26][C:27]([CH3:28])([CH3:30])[CH3:29])=[O:25])[C@H:21]([C:31](=[O:33])[NH2:38])[C:20]([CH3:34])=[CH:19]1)[S:6]([C:9]1[CH:14]=[CH:13][CH:12]=[CH:11][C:10]=1[N+:15]([O-:17])=[O:16])(=[O:8])=[O:7])[CH:2]=[CH2:3], predict the reactants needed to synthesize it. The reactants are: [CH2:1]([O:4][N:5]([C@H:18]1[CH2:23][N:22]([C:24]([O:26][C:27]([CH3:30])([CH3:29])[CH3:28])=[O:25])[C@H:21]([C:31]([OH:33])=O)[C:20]([CH3:34])=[CH:19]1)[S:6]([C:9]1[CH:14]=[CH:13][CH:12]=[CH:11][C:10]=1[N+:15]([O-:17])=[O:16])(=[O:8])=[O:7])[CH:2]=[CH2:3].Cl.N.C[N:38](C(ON1N=NC2C=CC=NC1=2)=[N+](C)C)C.F[P-](F)(F)(F)(F)F.C(N(C(C)C)C(C)C)C. (4) Given the product [NH2:1][C:2]1[N:6]([C:7]2[CH:12]=[CH:11][C:10]([F:13])=[CH:9][CH:8]=2)[N:5]=[CH:4][C:3]=1[C:14](=[O:22])[C:15]1[CH:20]=[CH:19][CH:18]=[C:17]([O:21][CH2:24][C:25]([O:27][C:28]([CH3:31])([CH3:30])[CH3:29])=[O:26])[CH:16]=1, predict the reactants needed to synthesize it. The reactants are: [NH2:1][C:2]1[N:6]([C:7]2[CH:12]=[CH:11][C:10]([F:13])=[CH:9][CH:8]=2)[N:5]=[CH:4][C:3]=1[C:14](=[O:22])[C:15]1[CH:20]=[CH:19][CH:18]=[C:17]([OH:21])[CH:16]=1.Br[CH2:24][C:25]([O:27][C:28]([CH3:31])([CH3:30])[CH3:29])=[O:26].C(=O)([O-])[O-].[K+].[K+]. (5) Given the product [CH:40]1([NH:39][S:36]([C:32]2[CH:31]=[C:30]([NH:29][C:12]([C:11]3[CH:10]=[N:9][N:8]4[C:3]([CH:2]([F:1])[F:28])=[CH:4][C:5]([C:15]5[CH:20]=[CH:19][C:18]([C:21]([F:24])([F:22])[F:23])=[C:17]([O:25][CH2:26][CH3:27])[CH:16]=5)=[N:6][C:7]=34)=[O:14])[CH:35]=[CH:34][CH:33]=2)(=[O:38])=[O:37])[CH2:42][CH2:41]1, predict the reactants needed to synthesize it. The reactants are: [F:1][CH:2]([F:28])[C:3]1[N:8]2[N:9]=[CH:10][C:11]([C:12]([OH:14])=O)=[C:7]2[N:6]=[C:5]([C:15]2[CH:20]=[CH:19][C:18]([C:21]([F:24])([F:23])[F:22])=[C:17]([O:25][CH2:26][CH3:27])[CH:16]=2)[CH:4]=1.[NH2:29][C:30]1[CH:31]=[C:32]([S:36]([NH:39][CH:40]2[CH2:42][CH2:41]2)(=[O:38])=[O:37])[CH:33]=[CH:34][CH:35]=1.